From a dataset of Full USPTO retrosynthesis dataset with 1.9M reactions from patents (1976-2016). Predict the reactants needed to synthesize the given product. (1) Given the product [F:1][C:2]1[C:14]([NH:15][CH2:16][C:17]2[CH:22]=[C:21]([C:23]3[CH:28]=[CH:27][CH:26]=[C:25]([F:29])[CH:24]=3)[CH:20]=[C:19]([CH3:30])[C:18]=2[O:31][CH3:32])=[C:13]([F:33])[CH:12]=[CH:11][C:3]=1[O:4][CH2:5][C:6]([OH:8])=[O:7], predict the reactants needed to synthesize it. The reactants are: [F:1][C:2]1[C:14]([NH:15][CH2:16][C:17]2[CH:22]=[C:21]([C:23]3[CH:28]=[CH:27][CH:26]=[C:25]([F:29])[CH:24]=3)[CH:20]=[C:19]([CH3:30])[C:18]=2[O:31][CH3:32])=[C:13]([F:33])[CH:12]=[CH:11][C:3]=1[O:4][CH2:5][C:6]([O:8]CC)=[O:7].[Li+].[OH-].O. (2) The reactants are: [C:1]([O:5][C:6]([O:8][Si](C(C)(C)C)(C)C)=[CH2:7])([CH3:4])([CH3:3])[CH3:2].[CH2:16]([N:23]([CH3:35])[C@@H:24]([CH:30]1[CH2:34][CH2:33][CH2:32][CH2:31]1)[CH:25](OC)[O:26][CH3:27])[C:17]1[CH:22]=[CH:21][CH:20]=[CH:19][CH:18]=1.B(F)(F)F.CCOCC. Given the product [C:1]([O:5][C:6](=[O:7])[CH2:8][C@@H:25]([O:26][CH3:27])[C@@H:24]([N:23]([CH2:16][C:17]1[CH:18]=[CH:19][CH:20]=[CH:21][CH:22]=1)[CH3:35])[CH:30]1[CH2:34][CH2:33][CH2:32][CH2:31]1)([CH3:2])([CH3:3])[CH3:4], predict the reactants needed to synthesize it. (3) Given the product [Cl:14][C:15]1[S:19][C:18]([C:20]([NH:1][C:2]2[CH:11]=[C:10]([C:12]#[N:13])[CH:9]=[CH:8][C:3]=2[C:4]([O:6][CH3:7])=[O:5])=[O:21])=[CH:17][CH:16]=1, predict the reactants needed to synthesize it. The reactants are: [NH2:1][C:2]1[CH:11]=[C:10]([C:12]#[N:13])[CH:9]=[CH:8][C:3]=1[C:4]([O:6][CH3:7])=[O:5].[Cl:14][C:15]1[S:19][C:18]([C:20](Cl)=[O:21])=[CH:17][CH:16]=1. (4) Given the product [C:20]([C:19]1[CH:22]=[CH:23][C:16]([CH2:15][CH2:14][NH:13][C:2](=[O:3])[O:4][CH2:5][C:6]2[CH:11]=[CH:10][CH:9]=[CH:8][CH:7]=2)=[CH:17][CH:18]=1)#[N:21], predict the reactants needed to synthesize it. The reactants are: Cl[C:2]([O:4][CH2:5][C:6]1[CH:11]=[CH:10][CH:9]=[CH:8][CH:7]=1)=[O:3].Cl.[NH2:13][CH2:14][CH2:15][C:16]1[CH:23]=[CH:22][C:19]([C:20]#[N:21])=[CH:18][CH:17]=1.C(N(CC)CC)C.